From a dataset of CYP2D6 inhibition data for predicting drug metabolism from PubChem BioAssay. Regression/Classification. Given a drug SMILES string, predict its absorption, distribution, metabolism, or excretion properties. Task type varies by dataset: regression for continuous measurements (e.g., permeability, clearance, half-life) or binary classification for categorical outcomes (e.g., BBB penetration, CYP inhibition). Dataset: cyp2d6_veith. (1) The compound is COC(=O)COc1ccsc1C(=O)OC. The result is 0 (non-inhibitor). (2) The compound is NC[C@H](CS(=O)(=O)O)c1ccc(Cl)cc1. The result is 0 (non-inhibitor).